From a dataset of Catalyst prediction with 721,799 reactions and 888 catalyst types from USPTO. Predict which catalyst facilitates the given reaction. (1) Reactant: Cl.[P:2]([O:14][CH2:15][C:16]([N:18]1[CH2:23][CH2:22][CH:21]([O:24][C:25]2[CH:26]=[C:27]3[C:32](=[CH:33][C:34]=2[O:35][CH3:36])[N:31]=[CH:30][N:29]=[C:28]3[NH:37][C:38]2[CH:43]=[CH:42][CH:41]=[C:40]([Cl:44])[C:39]=2[F:45])[CH2:20][CH2:19]1)=[O:17])([O:9]C(C)(C)C)([O:4]C(C)(C)C)=[O:3].C(OCC)C. Product: [P:2]([OH:4])([OH:9])([O:14][CH2:15][C:16]([N:18]1[CH2:19][CH2:20][CH:21]([O:24][C:25]2[CH:26]=[C:27]3[C:32](=[CH:33][C:34]=2[O:35][CH3:36])[N:31]=[CH:30][N:29]=[C:28]3[NH:37][C:38]2[CH:43]=[CH:42][CH:41]=[C:40]([Cl:44])[C:39]=2[F:45])[CH2:22][CH2:23]1)=[O:17])=[O:3]. The catalyst class is: 12. (2) Reactant: [Cl:1][C:2]1[N:3]=[C:4]([N:14]2[CH2:19][CH2:18][O:17][CH2:16][CH2:15]2)[C:5]2[N:10]=[C:9]([C:11]([OH:13])=O)[S:8][C:6]=2[N:7]=1.[NH:20]1[CH2:25][CH2:24][CH:23]([C:26]([OH:29])([CH3:28])[CH3:27])[CH2:22][CH2:21]1.CN(C(ON1N=NC2C=CC=NC1=2)=[N+](C)C)C.F[P-](F)(F)(F)(F)F.CCN(C(C)C)C(C)C. Product: [Cl:1][C:2]1[N:3]=[C:4]([N:14]2[CH2:19][CH2:18][O:17][CH2:16][CH2:15]2)[C:5]2[N:10]=[C:9]([C:11]([N:20]3[CH2:25][CH2:24][CH:23]([C:26]([OH:29])([CH3:28])[CH3:27])[CH2:22][CH2:21]3)=[O:13])[S:8][C:6]=2[N:7]=1. The catalyst class is: 2.